Dataset: Reaction yield outcomes from USPTO patents with 853,638 reactions. Task: Predict the reaction yield, written as a fraction of the theoretical maximum amount of product (1.0 means a 100% yield; for example, 0.34 means a 34% yield). (1) The reactants are Cl.[NH2:2][C@@H:3]([CH2:8][NH:9][C:10]([O:12][C:13]([CH3:16])([CH3:15])[CH3:14])=[O:11])[C:4]([O:6][CH3:7])=[O:5].[CH2:17]([N:24]([CH2:28][CH2:29]Cl)[CH2:25][CH2:26]Cl)[C:18]1[CH:23]=[CH:22][CH:21]=[CH:20][CH:19]=1. The catalyst is C(N(CC)C(C)C)(C)C. The product is [CH2:17]([N:24]1[CH2:28][CH2:29][N:2]([C@@H:3]([CH2:8][NH:9][C:10]([O:12][C:13]([CH3:16])([CH3:15])[CH3:14])=[O:11])[C:4]([O:6][CH3:7])=[O:5])[CH2:26][CH2:25]1)[C:18]1[CH:23]=[CH:22][CH:21]=[CH:20][CH:19]=1. The yield is 0.640. (2) The reactants are Cl[C:2]1[CH:7]=[C:6]([O:8][C:9]2[CH:14]=[CH:13][C:12]([NH2:15])=[C:11]([F:16])[CH:10]=2)[CH:5]=[CH:4][N:3]=1.C([Sn](CCCC)(CCCC)[C:22]1[O:23][CH:24]=[CH:25][N:26]=1)CCC.[F-].[K+]. The catalyst is CN(C=O)C.CCOC(C)=O.C1C=CC(P(C2C=CC=CC=2)[C-]2C=CC=C2)=CC=1.C1C=CC(P(C2C=CC=CC=2)[C-]2C=CC=C2)=CC=1.Cl[Pd]Cl.[Fe+2].C(Cl)Cl. The product is [F:16][C:11]1[CH:10]=[C:9]([O:8][C:6]2[CH:5]=[CH:4][N:3]=[C:2]([C:22]3[O:23][CH:24]=[CH:25][N:26]=3)[CH:7]=2)[CH:14]=[CH:13][C:12]=1[NH2:15]. The yield is 0.470.